This data is from Catalyst prediction with 721,799 reactions and 888 catalyst types from USPTO. The task is: Predict which catalyst facilitates the given reaction. (1) Reactant: [F:1][C:2]([C:8]1[CH:17]=[CH:16][C:11]([C:12]([O:14][CH3:15])=[O:13])=[CH:10][CH:9]=1)([F:7])[C:3]([O:5]C)=[O:4].[OH-].[Na+]. Product: [F:1][C:2]([F:7])([C:8]1[CH:9]=[CH:10][C:11]([C:12]([O:14][CH3:15])=[O:13])=[CH:16][CH:17]=1)[C:3]([OH:5])=[O:4]. The catalyst class is: 1. (2) Reactant: [F:1][C:2]1[C:3]([O:12][CH3:13])=[CH:4][C:5]2[S:9][C:8]([NH2:10])=[N:7][C:6]=2[CH:11]=1.Br[CH2:15][CH:16]1[CH2:21][CH2:20][CH2:19][CH2:18][CH2:17]1.C(=O)([O-])[O-].[K+].[K+]. Product: [CH:16]1([CH2:15][NH:10][C:8]2[S:9][C:5]3[CH:4]=[C:3]([O:12][CH3:13])[C:2]([F:1])=[CH:11][C:6]=3[N:7]=2)[CH2:21][CH2:20][CH2:19][CH2:18][CH2:17]1. The catalyst class is: 37.